From a dataset of Full USPTO retrosynthesis dataset with 1.9M reactions from patents (1976-2016). Predict the reactants needed to synthesize the given product. (1) Given the product [CH2:14]([O:13][C:12]1[C:11]([C:21]([O:23][CH2:24][CH3:25])=[O:22])=[N:10][N:9]2[CH:4]([C:2]#[N:1])[CH2:5][N:6]([CH3:27])[C:7](=[O:26])[C:8]=12)[C:15]1[CH:20]=[CH:19][CH:18]=[CH:17][CH:16]=1, predict the reactants needed to synthesize it. The reactants are: [NH2:1][C:2]([CH:4]1[N:9]2[N:10]=[C:11]([C:21]([O:23][CH2:24][CH3:25])=[O:22])[C:12]([O:13][CH2:14][C:15]3[CH:20]=[CH:19][CH:18]=[CH:17][CH:16]=3)=[C:8]2[C:7](=[O:26])[N:6]([CH3:27])[CH2:5]1)=O.CC[N+](S(N=C(OC)[O-])(=O)=O)(CC)CC. (2) Given the product [Cl:1][C:2]1[CH:3]=[N:4][CH:5]=[C:6]([F:9])[C:7]=1[N:19]1[CH2:24][CH2:23][NH:22][CH2:21][CH2:20]1, predict the reactants needed to synthesize it. The reactants are: [Cl:1][C:2]1[CH:3]=[N:4][CH:5]=[C:6]([F:9])[C:7]=1I.CCN(C(C)C)C(C)C.[NH:19]1[CH2:24][CH2:23][NH:22][CH2:21][CH2:20]1.